Dataset: Catalyst prediction with 721,799 reactions and 888 catalyst types from USPTO. Task: Predict which catalyst facilitates the given reaction. (1) Reactant: [Cl:1][C:2]1[CH:3]=[C:4]2[C:9](=[CH:10][CH:11]=1)[NH:8][CH:7]([C:12]([F:15])([F:14])[F:13])[C:6]([C:16]([OH:18])=[O:17])=[CH:5]2.C[C@H](N)C1C=CC=CC=1. Product: [Cl:1][C:2]1[CH:3]=[C:4]2[C:9](=[CH:10][CH:11]=1)[NH:8][C@H:7]([C:12]([F:15])([F:13])[F:14])[C:6]([C:16]([OH:18])=[O:17])=[CH:5]2. The catalyst class is: 13. (2) Reactant: ClC1C=C(NC2[C:19]3[C:14](=[CH:15][CH:16]=[C:17]([NH:20][CH2:21][C:22]4[NH:26]C=N[CH:23]=4)[CH:18]=3)N=CC=2C#N)C=CC=1F.[NH2:29][C:30]1[CH:31]=[C:32]2[C:37](=[C:38]([Cl:40])[CH:39]=1)[N:36]=[CH:35][C:34]([C:41]#[N:42])=[C:33]2[NH:43][C:44]1[CH:49]=[CH:48][C:47]([F:50])=[C:46]([Cl:51])[CH:45]=1.[BH3-]C#[N:54].[Na+]. Product: [Cl:40][C:38]1[CH:39]=[C:30]([NH:29][CH2:23][C:22]2[N:26]=[N:54][N:20]([C:17]3[CH:18]=[CH:19][CH:14]=[CH:15][CH:16]=3)[CH:21]=2)[CH:31]=[C:32]2[C:37]=1[N:36]=[CH:35][C:34]([C:41]#[N:42])=[C:33]2[NH:43][C:44]1[CH:49]=[CH:48][C:47]([F:50])=[C:46]([Cl:51])[CH:45]=1. The catalyst class is: 14. (3) Reactant: [NH:1]([C:22]([O:24][C:25]([CH3:28])([CH3:27])[CH3:26])=[O:23])[C@H:2]([C:18]([O:20][CH3:21])=[O:19])[CH2:3][CH2:4][CH2:5][CH2:6][NH:7]C(OCC1C=CC=CC=1)=O.C(OCC)(=O)C. Product: [NH:1]([C:22]([O:24][C:25]([CH3:28])([CH3:27])[CH3:26])=[O:23])[C@H:2]([C:18]([O:20][CH3:21])=[O:19])[CH2:3][CH2:4][CH2:5][CH2:6][NH2:7]. The catalyst class is: 19. (4) Reactant: C([O:3][C:4](=[O:12])[C:5]([S:8]([CH3:11])(=[O:10])=[O:9])([CH3:7])[CH3:6])C.O.[OH-].[Li+]. Product: [CH3:11][S:8]([C:5]([CH3:7])([CH3:6])[C:4]([OH:12])=[O:3])(=[O:10])=[O:9]. The catalyst class is: 731.